This data is from Forward reaction prediction with 1.9M reactions from USPTO patents (1976-2016). The task is: Predict the product of the given reaction. (1) Given the reactants C(OC(=O)[NH:7][CH2:8][C:9]1[CH:14]=[CH:13][C:12]([NH2:15])=[CH:11][CH:10]=1)(C)(C)C.[C:17]1(C2C=CC=CC=2)[C:18]([C:23](O)=[O:24])=[CH:19][CH:20]=[CH:21][CH:22]=1.[CH2:32](Cl)[CH2:33][Cl:34].[CH:36]1[CH:41]=NC2N(O)N=N[C:38]=2[CH:37]=1, predict the reaction product. The product is: [ClH:34].[NH2:7][CH2:8][C:9]1[CH:10]=[CH:11][C:12]([NH:15][C:23]([C:18]2[CH:17]=[CH:22][C:21]([C:33]3[CH:32]=[CH:38][CH:37]=[CH:36][CH:41]=3)=[CH:20][CH:19]=2)=[O:24])=[CH:13][CH:14]=1. (2) Given the reactants [CH:1]1([CH2:4][N:5]2[CH:9]=[CH:8][C:7]([N+:10]([O-])=O)=[N:6]2)[CH2:3][CH2:2]1.NN, predict the reaction product. The product is: [CH:1]1([CH2:4][N:5]2[CH:9]=[CH:8][C:7]([NH2:10])=[N:6]2)[CH2:3][CH2:2]1. (3) Given the reactants [CH3:1][N:2]1[CH2:7][CH2:6][CH:5]([NH:8][C:9]2[N:14]=[C:13]([C:15]([F:18])([F:17])[F:16])[C:12]([C:19]([O:21]C)=[O:20])=[CH:11][N:10]=2)[CH2:4][CH2:3]1.[ClH:23], predict the reaction product. The product is: [ClH:23].[CH3:1][N:2]1[CH2:7][CH2:6][CH:5]([NH:8][C:9]2[N:14]=[C:13]([C:15]([F:18])([F:16])[F:17])[C:12]([C:19]([OH:21])=[O:20])=[CH:11][N:10]=2)[CH2:4][CH2:3]1. (4) Given the reactants C([O:3][C:4](=O)/[CH:5]=[CH:6]/[C:7]([CH3:20])([CH3:19])[CH2:8][CH2:9][CH2:10][O:11][Si:12]([C:15]([CH3:18])([CH3:17])[CH3:16])([CH3:14])[CH3:13])C.[H-].C([Al+]CC(C)C)C(C)C.C1(C)C=CC=CC=1.Cl, predict the reaction product. The product is: [C:15]([Si:12]([CH3:14])([CH3:13])[O:11][CH2:10][CH2:9][CH2:8][C:7]([CH3:20])([CH3:19])/[CH:6]=[CH:5]/[CH2:4][OH:3])([CH3:18])([CH3:17])[CH3:16]. (5) The product is: [NH2:23][C:5]1[CH:4]=[CH:3][C:2]([Cl:1])=[CH:7][C:6]=1[C:8]1[N:9]=[C:10]2[CH2:17][CH2:16][CH:15]([C:18]([O:20][CH2:21][CH3:22])=[O:19])[N:11]2[C:12](=[O:14])[CH:13]=1. Given the reactants [Cl:1][C:2]1[CH:3]=[CH:4][C:5]([N+:23]([O-])=O)=[C:6]([C:8]2[N:9]=[C:10]3[CH2:17][CH2:16][CH:15]([C:18]([O:20][CH2:21][CH3:22])=[O:19])[N:11]3[C:12](=[O:14])[CH:13]=2)[CH:7]=1.O.O.[Sn](Cl)Cl.Cl.C(=O)([O-])O.[Na+], predict the reaction product.